Dataset: Catalyst prediction with 721,799 reactions and 888 catalyst types from USPTO. Task: Predict which catalyst facilitates the given reaction. (1) Reactant: [O:1]=[S:2]1(=[O:44])[CH2:7][CH2:6][CH:5]([CH2:8][O:9][C:10]2[CH:15]=[CH:14][C:13]([C:16]3[C:17]4[CH:24]=[C:23]([O:25][CH2:26][C:27]5[CH:32]=[CH:31][C:30]([C@@H:33]([C:40]#[C:41][CH3:42])[CH2:34][C:35]([O:37]CC)=[O:36])=[CH:29][CH:28]=5)[CH:22]=[CH:21][C:18]=4[S:19][CH:20]=3)=[C:12]([CH3:43])[CH:11]=2)[CH2:4][CH2:3]1.[Li+].[OH-].Cl. Product: [O:44]=[S:2]1(=[O:1])[CH2:7][CH2:6][CH:5]([CH2:8][O:9][C:10]2[CH:15]=[CH:14][C:13]([C:16]3[C:17]4[CH:24]=[C:23]([O:25][CH2:26][C:27]5[CH:28]=[CH:29][C:30]([C@@H:33]([C:40]#[C:41][CH3:42])[CH2:34][C:35]([OH:37])=[O:36])=[CH:31][CH:32]=5)[CH:22]=[CH:21][C:18]=4[S:19][CH:20]=3)=[C:12]([CH3:43])[CH:11]=2)[CH2:4][CH2:3]1. The catalyst class is: 14. (2) Reactant: [In].[Cl-].[In+3].[Cl-].[Cl-].[Cl-].[Li+].C(N(C)C)CCC.C(O[CH2:19][CH:20]=[CH:21][CH2:22][C:23]([S:41]([C:44]1[CH:49]=[CH:48][CH:47]=[CH:46][CH:45]=1)(=[O:43])=[O:42])([S:32]([C:35]1[CH:40]=[CH:39][CH:38]=[CH:37][CH:36]=1)(=[O:34])=[O:33])[CH2:24][C:25]1[CH:30]=[CH:29][CH:28]=[CH:27][C:26]=1I)(=O)C. Product: [C:44]1([S:41]([C:23]2([S:32]([C:35]3[CH:36]=[CH:37][CH:38]=[CH:39][CH:40]=3)(=[O:33])=[O:34])[CH2:24][C:25]3[C:26](=[CH:27][CH:28]=[CH:29][CH:30]=3)[CH:21]([CH:20]=[CH2:19])[CH2:22]2)(=[O:43])=[O:42])[CH:45]=[CH:46][CH:47]=[CH:48][CH:49]=1. The catalyst class is: 128. (3) The catalyst class is: 25. Reactant: [CH2:1]([P:8]([CH2:11][CH:12]([CH2:16][C:17]1[CH:18]=[N:19][C:20]([NH:23]C(OC(C)(C)C)=O)=[CH:21][CH:22]=1)[C:13]([OH:15])=[O:14])([OH:10])=[O:9])[C:2]1[CH:7]=[CH:6][CH:5]=[CH:4][CH:3]=1. Product: [NH2:23][C:20]1[N:19]=[CH:18][C:17]([CH2:16][CH:12]([CH2:11][P:8]([CH2:1][C:2]2[CH:3]=[CH:4][CH:5]=[CH:6][CH:7]=2)([OH:10])=[O:9])[C:13]([OH:15])=[O:14])=[CH:22][CH:21]=1. (4) Reactant: [Cl:1][C:2]1[CH:3]=[CH:4][C:5]([O:25][CH3:26])=[C:6]([C:8]2[NH:12][N:11]=[CH:10][C:9]=2[NH:13][C:14]([C:16]2[CH:17]=[N:18][N:19]3[CH:24]=[CH:23][CH:22]=[N:21][C:20]=23)=[O:15])[CH:7]=1.C(=O)([O-])[O-].[Cs+].[Cs+].Br[CH2:34][CH:35]=[C:36]([CH3:38])[CH3:37].CCOC(C)=O. Product: [Cl:1][C:2]1[CH:3]=[CH:4][C:5]([O:25][CH3:26])=[C:6]([C:8]2[C:9]([NH:13][C:14]([C:16]3[CH:17]=[N:18][N:19]4[CH:24]=[CH:23][CH:22]=[N:21][C:20]=34)=[O:15])=[CH:10][N:11]([CH2:34][CH:35]=[C:36]([CH3:38])[CH3:37])[N:12]=2)[CH:7]=1. The catalyst class is: 9. (5) Reactant: [Cl:1][C:2]1[CH:7]=[CH:6][CH:5]=[C:4]([Cl:8])[C:3]=1[CH2:9][S:10]([C:13]1[CH:14]=[C:15]2[C:19](=[CH:20][CH:21]=1)[NH:18][C:17](=[O:22])/[C:16]/2=[CH:23]\[C:24]1[NH:28][C:27]([CH3:29])=[C:26]([CH2:30][C:31]([OH:33])=O)[C:25]=1[CH3:34])(=[O:12])=[O:11].C1C=CC2N(O)N=NC=2C=1.CCN=C=NCCCN(C)C.[CH:56]1([CH2:59][N:60]2[CH2:65][CH2:64][NH:63][CH2:62][CH2:61]2)[CH2:58][CH2:57]1. Product: [CH:56]1([CH2:59][N:60]2[CH2:65][CH2:64][N:63]([C:31](=[O:33])[CH2:30][C:26]3[C:25]([CH3:34])=[C:24](/[CH:23]=[C:16]4\[C:17](=[O:22])[NH:18][C:19]5[C:15]\4=[CH:14][C:13]([S:10]([CH2:9][C:3]4[C:2]([Cl:1])=[CH:7][CH:6]=[CH:5][C:4]=4[Cl:8])(=[O:12])=[O:11])=[CH:21][CH:20]=5)[NH:28][C:27]=3[CH3:29])[CH2:62][CH2:61]2)[CH2:58][CH2:57]1. The catalyst class is: 3. (6) Reactant: [F:1][C:2]1[CH:7]=[CH:6][C:5]([C:8]2[O:9][C:10]3[CH:20]=[CH:19][C:18]([C:21]4[CH:22]=[C:23]([CH:27]=[CH:28][C:29]=4[CH3:30])[C:24]([OH:26])=O)=[CH:17][C:11]=3[C:12]=2[C:13](=[O:16])[NH:14][CH3:15])=[CH:4][CH:3]=1.[CH3:31][N:32]1[CH:36]=[C:35]([C:37]2([NH2:40])[CH2:39][CH2:38]2)[N:34]=[CH:33]1.CCN=C=NCCCN(C)C.Cl.C1C=CC2N(O)N=NC=2C=1. Product: [F:1][C:2]1[CH:7]=[CH:6][C:5]([C:8]2[O:9][C:10]3[CH:20]=[CH:19][C:18]([C:21]4[CH:22]=[C:23]([C:24](=[O:26])[NH:40][C:37]5([C:35]6[N:34]=[CH:33][N:32]([CH3:31])[CH:36]=6)[CH2:39][CH2:38]5)[CH:27]=[CH:28][C:29]=4[CH3:30])=[CH:17][C:11]=3[C:12]=2[C:13]([NH:14][CH3:15])=[O:16])=[CH:4][CH:3]=1. The catalyst class is: 46.